This data is from Full USPTO retrosynthesis dataset with 1.9M reactions from patents (1976-2016). The task is: Predict the reactants needed to synthesize the given product. (1) Given the product [N:4]1[C:5]2[C:10](=[CH:9][CH:8]=[CH:7][CH:6]=2)[CH:11]=[C:2]([NH:12][C:13]2[CH:14]=[C:15]3[C:19]4=[C:20]([CH2:22][O:23][CH2:24][CH2:25][N:18]4[C@H:17]4[CH2:26][CH2:27][NH:28][CH2:29][C@@H:16]34)[CH:21]=2)[CH:3]=1, predict the reactants needed to synthesize it. The reactants are: Br[C:2]1[CH:3]=[N:4][C:5]2[C:10]([CH:11]=1)=[CH:9][CH:8]=[CH:7][CH:6]=2.[NH2:12][C:13]1[CH:14]=[C:15]2[C:19]3=[C:20]([CH2:22][O:23][CH2:24][CH2:25][N:18]3[C@H:17]3[CH2:26][CH2:27][N:28](C(OC(C)(C)C)=O)[CH2:29][C@@H:16]23)[CH:21]=1.[OH-].[NH4+]. (2) Given the product [Cl:25][C:26]1[CH:27]=[C:28]([CH3:33])[C:29]([CH3:32])=[CH:30][C:31]=1[C:7]([C:6]1[CH:5]=[C:4]([CH3:20])[C:3]([CH3:23])=[CH:2][C:1]=1[Cl:37])=[O:8], predict the reactants needed to synthesize it. The reactants are: [CH:1]1[C:6]([C:7](C2C=CC3C(OC(=O)C=3C=2)=O)=[O:8])=[CH:5][C:4]2[C:20](O[C:23](=O)[C:3]=2[CH:2]=1)=O.[Cl:25][C:26]1[CH:27]=[C:28]([CH3:33])[C:29]([CH3:32])=[CH:30][CH:31]=1.C(Cl)(=O)C([Cl:37])=O.